From a dataset of Kinase inhibitor binding affinity data with 442 proteins and 68 drugs (Kd values). Regression. Given a target protein amino acid sequence and a drug SMILES string, predict the binding affinity score between them. We predict pKd (pKd = -log10(Kd in M); higher means stronger binding). Dataset: davis. (1) The compound is Cc1cnc(Nc2ccc(OCCN3CCCC3)cc2)nc1Nc1cccc(S(=O)(=O)NC(C)(C)C)c1. The target protein (BLK) has sequence MGLVSSKKPDKEKPIKEKDKGQWSPLKVSAQDKDAPPLPPLVVFNHLTPPPPDEHLDEDKHFVVALYDYTAMNDRDLQMLKGEKLQVLKGTGDWWLARSLVTGREGYVPSNFVARVESLEMERWFFRSQGRKEAERQLLAPINKAGSFLIRESETNKGAFSLSVKDVTTQGELIKHYKIRCLDEGGYYISPRITFPSLQALVQHYSKKGDGLCQRLTLPCVRPAPQNPWAQDEWEIPRQSLRLVRKLGSGQFGEVWMGYYKNNMKVAIKTLKEGTMSPEAFLGEANVMKALQHERLVRLYAVVTKEPIYIVTEYMARGCLLDFLKTDEGSRLSLPRLIDMSAQIAEGMAYIERMNSIHRDLRAANILVSEALCCKIADFGLARIIDSEYTAQEGAKFPIKWTAPEAIHFGVFTIKADVWSFGVLLMEVVTYGRVPYPGMSNPEVIRNLERGYRMPRPDTCPPELYRGVIAECWRSRPEERPTFDCTPGRVTRPLCAASFV.... The pKd is 6.2. (2) The small molecule is CC1(C)CNc2cc(NC(=O)c3cccnc3NCc3ccncc3)ccc21. The target protein (PCTK1) has sequence MDRMKKIKRQLSMTLSSAPEIVHEDLKMGSDGESDQASATSSDEVQSPVRVRMRNHPPRKISTEDINKRLSLPADIRLPEGYLEKLTLNSPIFDKPLSRRLRRVSLSEIGFGKLETYIKLDKLGEGTYATVYKGKSKLTDNLVALKEIRLEHEEGAPCTAIREVSLLKDLKHANIVTLHDIIHTEKSLTLVFEYLDKDLKQYLDDCGNIINMHNVKLFLFQLLRGLAYCHRQKVLHRDLKPQNLLINERGELKLADFGLARAKSIPTKTYSNEVVTLWYRPPDILLGSTDYSTQIDMWGVGCIFYEMATGRPLFPGSTVEEQLHFIFRILGTPTEETWPGILSNEEFKTYNYPKYRAEALLSHAPRLDSDGADLLTKLLQFEGRNRISAEDAMKHPFFLSLGERIHKLPDTTSIFALKEIQLQKEASLRSSSMPDSGRPAFRVVDTEF. The pKd is 5.0. (3) The drug is Cc1nc(Nc2ncc(C(=O)Nc3c(C)cccc3Cl)s2)cc(N2CCN(CCO)CC2)n1. The target protein (MAP4K2) has sequence MALLRDVSLQDPRDRFELLQRVGAGTYGDVYKARDTVTSELAAVKIVKLDPGDDISSLQQEITILRECRHPNVVAYIGSYLRNDRLWICMEFCGGGSLQEIYHATGPLEERQIAYVCREALKGLHHLHSQGKIHRDIKGANLLLTLQGDVKLADFGVSGELTASVAKRRSFIGTPYWMAPEVAAVERKGGYNELCDVWALGITAIELGELQPPLFHLHPMRALMLMSKSSFQPPKLRDKTRWTQNFHHFLKLALTKNPKKRPTAEKLLQHPFTTQQLPRALLTQLLDKASDPHLGTPSPEDCELETYDMFPDTIHSRGQHGPAERTPSEIQFHQVKFGAPRRKETDPLNEPWEEEWTLLGKEELSGSLLQSVQEALEERSLTIRSASEFQELDSPDDTMGTIKRAPFLGPLPTDPPAEEPLSSPPGTLPPPPSGPNSSPLLPTAWATMKQREDPERSSCHGLPPTPKVHMGACFSKVFNGCPLRIHAAVTWIHPVTRDQF.... The pKd is 5.9. (4) The small molecule is CCn1c(-c2nonc2N)nc2c(C#CC(C)(C)O)ncc(OCC3CCCNC3)c21. The target protein (QSK) has sequence MPARIGYYEIDRTIGKGNFAVVKRATHLVTKAKVAIKIIDKTQLDEENLKKIFREVQIMKMLCHPHIIRLYQVMETERMIYLVTEYASGGEIFDHLVAHGRMAEKEARRKFKQIVTAVYFCHCRNIVHRDLKAENLLLDANLNIKIADFGFSNLFTPGQLLKTWCGSPPYAAPELFEGKEYDGPKVDIWSLGVVLYVLVCGALPFDGSTLQNLRARVLSGKFRIPFFMSTECEHLIRHMLVLDPNKRLSMEQICKHKWMKLGDADPNFDRLIAECQQLKEERQVDPLNEDVLLAMEDMGLDKEQTLQSLRSDAYDHYSAIYSLLCDRHKRHKTLRLGALPSMPRALAFQAPVNIQAEQAGTAMNISVPQVQLINPENQIVEPDGTLNLDSDEGEEPSPEALVRYLSMRRHTVGVADPRTEVMEDLQKLLPGFPGVNPQAPFLQVAPNVNFMHNLLPMQNLQPTGQLEYKEQSLLQPPTLQLLNGMGPLGRRASDGGANIQ.... The pKd is 5.0. (5) The small molecule is CC(C)(C)c1cnc(CSc2cnc(NC(=O)C3CCNCC3)s2)o1. The target protein (NDR2) has sequence MAMTAGTTTTFPMSNHTRERVTVAKLTLENFYSNLILQHEERETRQKKLEVAMEEEGLADEEKKLRRSQHARKETEFLRLKRTRLGLDDFESLKVIGRGAFGEVRLVQKKDTGHIYAMKILRKSDMLEKEQVAHIRAERDILVEADGAWVVKMFYSFQDKRNLYLIMEFLPGGDMMTLLMKKDTLTEEETQFYISETVLAIDAIHQLGFIHRDIKPDNLLLDAKGHVKLSDFGLCTGLKKAHRTEFYRNLTHNPPSDFSFQNMNSKRKAETWKKNRRQLAYSTVGTPDYIAPEVFMQTGYNKLCDWWSLGVIMYEMLIGYPPFCSETPQETYRKVMNWKETLVFPPEVPISEKAKDLILRFCIDSENRIGNSGVEEIKGHPFFEGVDWEHIRERPAAIPIEIKSIDDTSNFDDFPESDILQPVPNTTEPDYKSKDWVFLNYTYKRFEGLTQRGSIPTYMKAGKL. The pKd is 5.0. (6) The compound is CNC(=O)c1ccccc1Sc1ccc2c(C=Cc3ccccn3)n[nH]c2c1. The target protein is PFCDPK1(Pfalciparum). The pKd is 5.0. (7) The drug is O=C(c1ccc(C=Cc2n[nH]c3ccccc23)cc1)N1CCNCC1. The target protein (PLK4) has sequence MATCIGEKIEDFKVGNLLGKGSFAGVYRAESIHTGLEVAIKMIDKKAMYKAGMVQRVQNEVKIHCQLKHPSILELYNYFEDSNYVYLVLEMCHNGEMNRYLKNRVKPFSENEARHFMHQIITGMLYLHSHGILHRDLTLSNLLLTRNMNIKIADFGLATQLKMPHEKHYTLCGTPNYISPEIATRSAHGLESDVWSLGCMFYTLLIGRPPFDTDTVKNTLNKVVLADYEMPSFLSIEAKDLIHQLLRRNPADRLSLSSVLDHPFMSRNSSTKSKDLGTVEDSIDSGHATISTAITASSSTSISGSLFDKRRLLIGQPLPNKMTVFPKNKSSTDFSSSGDGNSFYTQWGNQETSNSGRGRVIQDAEERPHSRYLRRAYSSDRSGTSNSQSQAKTYTMERCHSAEMLSVSKRSGGGENEERYSPTDNNANIFNFFKEKTSSSSGSFERPDNNQALSNHLCPGKTPFPFADPTPQTETVQQWFGNLQINAHLRKTTEYDSISP.... The pKd is 7.7. (8) The small molecule is CN1CCN(C(=O)c2cc3cc(Cl)ccc3[nH]2)CC1. The target protein (PLK1) has sequence MSAAVTAGKLARAPADPGKAGVPGVAAPGAPAAAPPAKEIPEVLVDPRSRRRYVRGRFLGKGGFAKCFEISDADTKEVFAGKIVPKSLLLKPHQREKMSMEISIHRSLAHQHVVGFHGFFEDNDFVFVVLELCRRRSLLELHKRRKALTEPEARYYLRQIVLGCQYLHRNRVIHRDLKLGNLFLNEDLEVKIGDFGLATKVEYDGERKKTLCGTPNYIAPEVLSKKGHSFEVDVWSIGCIMYTLLVGKPPFETSCLKETYLRIKKNEYSIPKHINPVAASLIQKMLQTDPTARPTINELLNDEFFTSGYIPARLPITCLTIPPRFSIAPSSLDPSNRKPLTVLNKGLENPLPERPREKEEPVVRETGEVVDCHLSDMLQQLHSVNASKPSERGLVRQEEAEDPACIPIFWVSKWVDYSDKYGLGYQLCDNSVGVLFNDSTRLILYNDGDSLQYIERDGTESYLTVSSHPNSLMKKITLLKYFRNYMSEHLLKAGANITPR.... The pKd is 5.0. (9) The small molecule is Cc1ccc(NC(=O)c2ccc(CN3CCN(C)CC3)cc2)cc1Nc1nccc(-c2cccnc2)n1. The target protein is PFCDPK1(Pfalciparum). The pKd is 5.0.